Task: Predict the product of the given reaction.. Dataset: Forward reaction prediction with 1.9M reactions from USPTO patents (1976-2016) (1) Given the reactants [N+:1](=[CH:3][C:4]([O:6][CH2:7][CH3:8])=[O:5])=[N-:2].N1C=CC=CC=1.[F:15][C:16]([F:27])([F:26])[C:17](O[C:17](=[O:18])[C:16]([F:27])([F:26])[F:15])=[O:18].C([O-])(O)=O.[Na+], predict the reaction product. The product is: [N+:1](=[C:3]([C:17](=[O:18])[C:16]([F:27])([F:26])[F:15])[C:4]([O:6][CH2:7][CH3:8])=[O:5])=[N-:2]. (2) Given the reactants Cl[C:2]1[N:7]=[N:6][C:5]([CH3:8])=[C:4]([C:9]2[CH:10]=[C:11]([N:17]3[CH2:22][CH2:21][O:20][CH2:19][CH2:18]3)[C:12]([O:15][CH3:16])=[N:13][CH:14]=2)[CH:3]=1.Cl[C:24]1[CH:25]=[C:26]([C:31]2[CH:32]=[C:33]([N:39]3[CH2:44][CH2:43][O:42][CH2:41][CH2:40]3)[C:34]([O:37][CH3:38])=[N:35][CH:36]=2)[N:27]=[N:28][C:29]=1[CH3:30].[OH-].[NH4+], predict the reaction product. The product is: [CH3:16][O:15][C:12]1[N:13]=[CH:14][C:9]([C:4]2[CH:3]=[C:2]([NH2:27])[N:7]=[N:6][C:5]=2[CH3:8])=[CH:10][C:11]=1[N:17]1[CH2:22][CH2:21][O:20][CH2:19][CH2:18]1.[CH3:38][O:37][C:34]1[N:35]=[CH:36][C:31]([C:26]2[N:27]=[N:28][C:29]([CH3:30])=[C:24]([NH2:6])[CH:25]=2)=[CH:32][C:33]=1[N:39]1[CH2:44][CH2:43][O:42][CH2:41][CH2:40]1. (3) Given the reactants [CH3:1][CH:2]([C:4]1[C:12]2[CH2:11][CH2:10][CH2:9][CH2:8][C:7]=2[N:6]([CH2:13][C:14]2[CH:22]=[CH:21][C:17]([C:18]([OH:20])=O)=[CH:16][CH:15]=2)[N:5]=1)[CH3:3].[NH:23]1[CH2:27][CH2:26][CH2:25][CH2:24]1.CCN=C=NCCCN(C)C.C1C=CC2N(O)N=NC=2C=1.CCN(C(C)C)C(C)C, predict the reaction product. The product is: [CH3:3][CH:2]([C:4]1[C:12]2[CH2:11][CH2:10][CH2:9][CH2:8][C:7]=2[N:6]([CH2:13][C:14]2[CH:22]=[CH:21][C:17]([C:18]([N:23]3[CH2:27][CH2:26][CH2:25][CH2:24]3)=[O:20])=[CH:16][CH:15]=2)[N:5]=1)[CH3:1]. (4) Given the reactants [C:1]12([C:11]3[CH:22]=[CH:21][C:14]([O:15][CH2:16][CH2:17][C:18](O)=[O:19])=[CH:13][CH:12]=3)[CH2:10][CH:5]3[CH2:6][CH:7]([CH2:9][CH:3]([CH2:4]3)[CH2:2]1)[CH2:8]2.[NH:23]1[CH2:28][CH2:27][O:26][CH2:25][CH2:24]1, predict the reaction product. The product is: [C:1]12([C:11]3[CH:22]=[CH:21][C:14]([O:15][CH2:16][CH2:17][C:18]([N:23]4[CH2:28][CH2:27][O:26][CH2:25][CH2:24]4)=[O:19])=[CH:13][CH:12]=3)[CH2:10][CH:5]3[CH2:6][CH:7]([CH2:9][CH:3]([CH2:4]3)[CH2:2]1)[CH2:8]2. (5) Given the reactants O=P(Cl)(Cl)Cl.[Cl:6][C:7]1[CH:15]=[CH:14][C:10]([C:11]([NH2:13])=O)=[C:9]([O:16][CH2:17][CH:18]([F:20])[F:19])[N:8]=1.[OH-].[Na+], predict the reaction product. The product is: [Cl:6][C:7]1[CH:15]=[CH:14][C:10]([C:11]#[N:13])=[C:9]([O:16][CH2:17][CH:18]([F:19])[F:20])[N:8]=1. (6) Given the reactants [F:1][C:2]1[CH:7]=[CH:6][C:5]([CH:8]([CH:10]2[CH2:15][CH2:14][N:13]([CH3:16])[CH2:12][CH2:11]2)[OH:9])=[CH:4][CH:3]=1.S(Cl)(Cl)=O.[OH-].[Na+], predict the reaction product. The product is: [F:1][C:2]1[CH:7]=[CH:6][C:5]([C:8]([CH:10]2[CH2:15][CH2:14][N:13]([CH3:16])[CH2:12][CH2:11]2)=[O:9])=[CH:4][CH:3]=1. (7) Given the reactants [CH2:1]([N:3]1[CH2:8][C:7]([CH3:10])([CH3:9])[O:6][C:5](=[O:11])[CH:4]1[CH2:12][C:13]([OH:15])=O)[CH3:2].C(N(C(C)C)CC)(C)C.CN(C(ON1N=NC2C=CC=NC1=2)=[N+](C)C)C.F[P-](F)(F)(F)(F)F.[Cl:49][C:50]1[CH:51]=[C:52]([CH:55]=[CH:56][CH:57]=1)[CH2:53][NH2:54], predict the reaction product. The product is: [Cl:49][C:50]1[CH:51]=[C:52]([CH:55]=[CH:56][CH:57]=1)[CH2:53][NH:54][C:13](=[O:15])[CH2:12][CH:4]1[C:5](=[O:11])[O:6][C:7]([CH3:9])([CH3:10])[CH2:8][N:3]1[CH2:1][CH3:2].